This data is from Full USPTO retrosynthesis dataset with 1.9M reactions from patents (1976-2016). The task is: Predict the reactants needed to synthesize the given product. (1) Given the product [NH2:8][CH:9]1[CH2:13][CH:12]([C:14]([O:16][CH2:17][CH3:18])=[O:15])[CH:11]([CH3:19])[CH2:10]1, predict the reactants needed to synthesize it. The reactants are: C([N:8](CC1C=CC=CC=1)[CH:9]1[CH2:13][CH:12]([C:14]([O:16][CH2:17][CH3:18])=[O:15])[CH:11]([CH3:19])[CH2:10]1)C1C=CC=CC=1. (2) Given the product [NH2:36][C:37]1[N:42]=[CH:41][C:40]([C:20]2[N:21]=[C:22]([N:23]3[CH2:28][CH2:27][O:26][CH2:25][CH2:24]3)[C:17]3[N:16]=[N:15][N:14]([CH:11]4[CH2:12][CH2:13][N:8]([C:1]([O:3][C:4]([CH3:7])([CH3:6])[CH3:5])=[O:2])[CH2:9][CH2:10]4)[C:18]=3[N:19]=2)=[CH:39][N:38]=1, predict the reactants needed to synthesize it. The reactants are: [C:1]([N:8]1[CH2:13][CH2:12][CH:11]([N:14]2[C:18]3[N:19]=[C:20](Cl)[N:21]=[C:22]([N:23]4[CH2:28][CH2:27][O:26][CH2:25][CH2:24]4)[C:17]=3[N:16]=[N:15]2)[CH2:10][CH2:9]1)([O:3][C:4]([CH3:7])([CH3:6])[CH3:5])=[O:2].C([O-])([O-])=O.[Na+].[Na+].[NH2:36][C:37]1[N:42]=[C:41](B2OC(C)(C)C(C)(C)O2)[CH:40]=[CH:39][N:38]=1. (3) Given the product [C:1]12([C:11]3[CH:16]=[C:15]([C:38]#[C:37][C:39]4([NH:47][C:48](=[O:54])[O:49][C:50]([CH3:53])([CH3:52])[CH3:51])[CH2:44][O:43][C:42]([CH3:46])([CH3:45])[O:41][CH2:40]4)[CH:14]=[CH:13][C:12]=3[O:18][CH2:19][CH2:20][CH2:21][CH2:22][CH2:23][CH2:24][CH2:25][CH3:26])[CH2:10][CH:5]3[CH2:6][CH:7]([CH2:9][CH:3]([CH2:4]3)[CH2:2]1)[CH2:8]2, predict the reactants needed to synthesize it. The reactants are: [C:1]12([C:11]3[CH:16]=[C:15](I)[CH:14]=[CH:13][C:12]=3[O:18][CH2:19][CH2:20][CH2:21][CH2:22][CH2:23][CH2:24][CH2:25][CH3:26])[CH2:10][CH:5]3[CH2:6][CH:7]([CH2:9][CH:3]([CH2:4]3)[CH2:2]1)[CH2:8]2.IC1C=C2C(C=CN2)=CC=1.[C:37]([C:39]1([NH:47][C:48](=[O:54])[O:49][C:50]([CH3:53])([CH3:52])[CH3:51])[CH2:44][O:43][C:42]([CH3:46])([CH3:45])[O:41][CH2:40]1)#[CH:38].C(C1C=CC(C2C=CC=CC=2C(F)(F)F)=CC=1)#C.